Dataset: Catalyst prediction with 721,799 reactions and 888 catalyst types from USPTO. Task: Predict which catalyst facilitates the given reaction. (1) Reactant: [CH3:1][O:2][CH2:3][CH2:4][O:5][CH2:6][CH2:7][O:8][C:9]1[CH:14]=[CH:13][C:12]([CH2:15]O)=[CH:11][CH:10]=1.P(Br)(Br)[Br:18].O. Product: [Br:18][CH2:15][C:12]1[CH:13]=[CH:14][C:9]([O:8][CH2:7][CH2:6][O:5][CH2:4][CH2:3][O:2][CH3:1])=[CH:10][CH:11]=1. The catalyst class is: 4. (2) Reactant: [F:1][C:2]1[CH:7]=[CH:6][C:5]([C:8]2[C:9]([NH2:20])=[N:10][CH:11]=[N:12][C:13]=2[N:14]2[CH2:19][CH2:18][NH:17][CH2:16][CH2:15]2)=[CH:4][CH:3]=1.[Cl:21][C:22]1[C:29]([Cl:30])=[CH:28][C:25]([CH:26]=O)=[C:24]([OH:31])[CH:23]=1.C(O)(=O)C.C(O[BH-](OC(=O)C)OC(=O)C)(=O)C.[Na+]. Product: [NH2:20][C:9]1[N:10]=[CH:11][N:12]=[C:13]([N:14]2[CH2:19][CH2:18][N:17]([CH2:26][C:25]3[CH:28]=[C:29]([Cl:30])[C:22]([Cl:21])=[CH:23][C:24]=3[OH:31])[CH2:16][CH2:15]2)[C:8]=1[C:5]1[CH:6]=[CH:7][C:2]([F:1])=[CH:3][CH:4]=1. The catalyst class is: 279. (3) Product: [Cl:17][CH2:18][C:19]([C:2]1[CH:7]=[CH:6][CH:5]=[C:4]([Cl:8])[C:3]=1[F:9])([OH:20])[CH2:21][Cl:22]. The catalyst class is: 27. Reactant: Br[C:2]1[CH:7]=[CH:6][CH:5]=[C:4]([Cl:8])[C:3]=1[F:9].C([Li])CCCCC.[Cl:17][CH2:18][C:19]([CH2:21][Cl:22])=[O:20].[Cl-].[NH4+]. (4) Product: [Cl:1][C:2]1[N:7]=[C:6]([C:8]2[CH:9]=[N:10][C:11]([N:14]3[CH2:19][CH2:18][NH:17][CH2:16][CH2:15]3)=[CH:12][CH:13]=2)[CH:5]=[C:4]([CH:27]2[CH2:29][CH2:28]2)[CH:3]=1. Reactant: [Cl:1][C:2]1[N:7]=[C:6]([C:8]2[CH:9]=[N:10][C:11]([N:14]3[CH2:19][CH2:18][N:17](C(OC(C)(C)C)=O)[CH2:16][CH2:15]3)=[CH:12][CH:13]=2)[CH:5]=[C:4]([CH:27]2[CH2:29][CH2:28]2)[CH:3]=1. The catalyst class is: 67. (5) Reactant: [Cl:1][C:2]1[CH:17]=[CH:16][CH:15]=[C:14]([N+:18]([O-])=O)[C:3]=1[C:4]([NH:6][C:7]1[CH:12]=[CH:11][CH:10]=[CH:9][C:8]=1[F:13])=[O:5].C([O-])=O.[NH4+]. Product: [NH2:18][C:14]1[CH:15]=[CH:16][CH:17]=[C:2]([Cl:1])[C:3]=1[C:4]([NH:6][C:7]1[CH:12]=[CH:11][CH:10]=[CH:9][C:8]=1[F:13])=[O:5]. The catalyst class is: 190. (6) Product: [Br:4][C:5]1[C:10]2=[CH:11][CH:12]=[C:13]3[C:22]([CH:21]=[C:20]4[C:15]([C:16]([Br:24])=[CH:17][CH:18]=[CH:19]4)=[CH:14]3)=[C:9]2[CH:8]=[CH:7][CH:6]=1. Reactant: [PH2](O)=O.[Br:4][C:5]1[C:10]2=[CH:11][CH:12]=[C:13]3[C:22]([C:21](=O)[C:20]4[C:15](=[C:16]([Br:24])[CH:17]=[CH:18][CH:19]=4)[C:14]3=O)=[C:9]2[CH:8]=[CH:7][CH:6]=1.I. The catalyst class is: 15. (7) Reactant: [NH:1]1[C:5]([CH:6]=[O:7])=[CH:4][CH:3]=[N:2]1.[CH2:8](I)[CH3:9].C([O-])([O-])=O.[K+].[K+].O. Product: [CH2:8]([N:1]1[C:5]([CH:6]=[O:7])=[CH:4][CH:3]=[N:2]1)[CH3:9]. The catalyst class is: 3. (8) Reactant: [CH2:1]([O:8][C:9]1[CH:14]=[CH:13][C:12]([OH:15])=[CH:11][CH:10]=1)[C:2]1[CH:7]=[CH:6][CH:5]=[CH:4][CH:3]=1.C([O-])([O-])=O.[K+].[K+].Cl[CH2:23][C:24]([CH3:26])=[CH2:25]. Product: [CH2:1]([O:8][C:9]1[CH:10]=[CH:11][C:12]([O:15][CH2:25][C:24]([CH3:26])=[CH2:23])=[CH:13][CH:14]=1)[C:2]1[CH:3]=[CH:4][CH:5]=[CH:6][CH:7]=1. The catalyst class is: 21. (9) Reactant: Cl[C:2]1[CH:3]=[C:4]([N:13](CC2C=CC(OC)=CC=2)[C:14]2[CH:15]=[C:16]([CH:25]=[CH:26][CH:27]=2)[C:17]([NH:19][CH2:20][CH2:21][N:22]([CH3:24])[CH3:23])=[O:18])[C:5]2[N:6]([C:8]([C:11]#[N:12])=[CH:9][N:10]=2)[N:7]=1.[CH3:37][O:38][C:39]1[CH:40]=[C:41]([CH:43]=[C:44]([N:46]2[C:50]([CH3:51])=[N:49][N:48]=[N:47]2)[CH:45]=1)[NH2:42]. Product: [C:11]([C:8]1[N:6]2[N:7]=[C:2]([NH:42][C:41]3[CH:43]=[C:44]([N:46]4[C:50]([CH3:51])=[N:49][N:48]=[N:47]4)[CH:45]=[C:39]([O:38][CH3:37])[CH:40]=3)[CH:3]=[C:4]([NH:13][C:14]3[CH:15]=[C:16]([CH:25]=[CH:26][CH:27]=3)[C:17]([NH:19][CH2:20][CH2:21][N:22]([CH3:24])[CH3:23])=[O:18])[C:5]2=[N:10][CH:9]=1)#[N:12]. The catalyst class is: 5.